Dataset: Catalyst prediction with 721,799 reactions and 888 catalyst types from USPTO. Task: Predict which catalyst facilitates the given reaction. (1) Reactant: [NH2:1][C:2]1[O:3][CH:4]=[C:5]([C:7]([O:9][CH2:10][CH3:11])=[O:8])[N:6]=1.C(N(CC)C(C)C)(C)C.[CH3:21][S:22](Cl)(=[O:24])=[O:23]. Product: [CH3:21][S:22]([NH:1][C:2]1[O:3][CH:4]=[C:5]([C:7]([O:9][CH2:10][CH3:11])=[O:8])[N:6]=1)(=[O:24])=[O:23]. The catalyst class is: 4. (2) Reactant: Cl.[F:2][C@H:3]1[CH2:7][CH2:6][NH:5][CH2:4]1.C(=O)([O-])[O-].[Na+].[Na+].[Br:14][C:15]1[CH:16]=[C:17]([C@H:21]2[CH2:23][O:22]2)[CH:18]=[CH:19][CH:20]=1. Product: [Br:14][C:15]1[CH:16]=[C:17]([C@H:21]([OH:22])[CH2:23][N:5]2[CH2:6][CH2:7][C@H:3]([F:2])[CH2:4]2)[CH:18]=[CH:19][CH:20]=1. The catalyst class is: 8. (3) Reactant: Cl.[NH2:2][C@H:3]1[CH2:7][CH2:6][N:5]([C:8]2[CH:13]=[CH:12][C:11]([N:14]3[CH2:18][C@H:17]([CH2:19][N:20]4[CH:24]=[CH:23][N:22]=[N:21]4)[O:16][C:15]3=[O:25])=[CH:10][C:9]=2[F:26])[CH2:4]1.C(=O)(O)[O-].[Na+].[CH3:32][S:33](Cl)(=[O:35])=[O:34]. Product: [CH3:32][S:33]([NH:2][C@H:3]1[CH2:7][CH2:6][N:5]([C:8]2[CH:13]=[CH:12][C:11]([N:14]3[CH2:18][C@H:17]([CH2:19][N:20]4[CH:24]=[CH:23][N:22]=[N:21]4)[O:16][C:15]3=[O:25])=[CH:10][C:9]=2[F:26])[CH2:4]1)(=[O:35])=[O:34]. The catalyst class is: 4. (4) Reactant: Br[C:2]1[CH:11]=[C:10]2[C:5]([N:6]=[CH:7][CH:8]=[N:9]2)=[C:4]([C:12]([NH:14][CH2:15][C:16]([O:18][CH2:19][CH3:20])=[O:17])=[O:13])[C:3]=1[OH:21].C([Sn](CCCC)(CCCC)[C:27]1[N:28]=[CH:29][S:30][CH:31]=1)CCC. Product: [OH:21][C:3]1[C:4]([C:12]([NH:14][CH2:15][C:16]([O:18][CH2:19][CH3:20])=[O:17])=[O:13])=[C:5]2[C:10](=[CH:11][C:2]=1[C:27]1[N:28]=[CH:29][S:30][CH:31]=1)[N:9]=[CH:8][CH:7]=[N:6]2. The catalyst class is: 77. (5) Reactant: [Br:1][C:2]1[CH:7]=[C:6]([F:8])[CH:5]=[CH:4][C:3]=1[CH:9]1[C:14]([C:15]([O:17][CH2:18][CH3:19])=[O:16])=[C:13]([CH3:20])[NH:12][C:11]([C:21]2[S:22][C:23]([O:26][CH3:27])=[CH:24][N:25]=2)=[N:10]1.C1C(=O)N([Br:35])C(=O)C1. Product: [Br:1][C:2]1[CH:7]=[C:6]([F:8])[CH:5]=[CH:4][C:3]=1[CH:9]1[C:14]([C:15]([O:17][CH2:18][CH3:19])=[O:16])=[C:13]([CH2:20][Br:35])[NH:12][C:11]([C:21]2[S:22][C:23]([O:26][CH3:27])=[CH:24][N:25]=2)=[N:10]1. The catalyst class is: 2. (6) Reactant: [NH2:1][C:2]1[N:7]=[C:6]([NH2:8])[C:5]([O:9][CH2:10][CH2:11][CH2:12][O:13][C:14]2[C:23]3[C:18](=[CH:19][C:20]([F:24])=[CH:21][CH:22]=3)[N:17]=[C:16]([CH3:25])[CH:15]=2)=[C:4]([CH2:26][CH3:27])[N:3]=1.[ClH:28]. Product: [ClH:28].[NH2:1][C:2]1[N:7]=[C:6]([NH2:8])[C:5]([O:9][CH2:10][CH2:11][CH2:12][O:13][C:14]2[C:23]3[C:18](=[CH:19][C:20]([F:24])=[CH:21][CH:22]=3)[N:17]=[C:16]([CH3:25])[CH:15]=2)=[C:4]([CH2:26][CH3:27])[N:3]=1. The catalyst class is: 5. (7) Reactant: CC([O-])(C)C.[K+].[CH3:7]/[CH:8]=[CH:9]\[CH3:10].[Li]CCCC.C([O:19][B:20](OC(C)C)[O:21]C(C)C)(C)C.C([K])/C=C\C.Cl.[Na+].[Cl-].[C:37]([C@@H:43]([C@H:45]([C:47]([O:49][CH:50]([CH3:52])[CH3:51])=[O:48])[OH:46])[OH:44])([O:39][CH:40]([CH3:42])[CH3:41])=[O:38]. Product: [CH2:7]([B:20]([OH:21])[OH:19])/[CH:8]=[CH:9]\[CH3:10].[C:47]([C@@H:45]([C@H:43]([C:37]([O:39][CH:40]([CH3:42])[CH3:41])=[O:38])[OH:44])[OH:46])([O:49][CH:50]([CH3:51])[CH3:52])=[O:48]. The catalyst class is: 332.